Dataset: Forward reaction prediction with 1.9M reactions from USPTO patents (1976-2016). Task: Predict the product of the given reaction. Given the reactants [CH:1]([Si:4]([CH:6]([CH3:8])[CH3:7])=[O:5])([CH3:3])[CH3:2].[CH:9]([C@H:12]1[CH2:17][CH2:16][C@@:15]([C@H:19]2[CH2:27][CH2:26][C@@:25]3([CH3:28])[C@@H:21]([CH2:22][CH2:23][C:24]3=[O:29])[C@@H:20]2[CH2:30][C:31](O)=[O:32])([CH3:18])[C:14](=[O:34])[CH2:13]1)([CH3:11])[CH3:10].C1(P([N:49]=[N+:50]=[N-:51])(C2C=CC=CC=2)=O)C=CC=CC=1.C(N(CC)CC)C, predict the reaction product. The product is: [CH:1]([Si:4]([CH:6]([CH3:8])[CH3:7])=[O:5])([CH3:3])[CH3:2].[CH:9]([C@H:12]1[CH2:17][CH2:16][C@@:15]([C@H:19]2[CH2:27][CH2:26][C@@:25]3([CH3:28])[C@@H:21]([CH2:22][CH2:23][C:24]3=[O:29])[C@@H:20]2[CH2:30][C:31]([N:49]=[N+:50]=[N-:51])=[O:32])([CH3:18])[C:14](=[O:34])[CH2:13]1)([CH3:11])[CH3:10].